Task: Predict the product of the given reaction.. Dataset: Forward reaction prediction with 1.9M reactions from USPTO patents (1976-2016) (1) The product is: [F:26][C:2]([F:1])([F:25])[C:3]1[CH:4]=[CH:5][C:6]([O:9][CH2:10][C@@H:11]2[CH2:17][C@@H:16]3[C@@H:14]([CH2:15]3)[CH2:13][NH:12]2)=[N:7][CH:8]=1. Given the reactants [F:1][C:2]([F:26])([F:25])[C:3]1[CH:4]=[CH:5][C:6]([O:9][CH2:10][C@@H:11]2[CH2:17][C@@H:16]3[C@@H:14]([CH2:15]3)[CH2:13][N:12]2C(OC(C)(C)C)=O)=[N:7][CH:8]=1.C(O)(C(F)(F)F)=O, predict the reaction product. (2) Given the reactants [Cl:1][C:2]1[CH:3]=[C:4]([CH:8]=[C:9]([Cl:11])[N:10]=1)[C:5]([OH:7])=O.CN(C)C=O.[O:17]1[CH2:22][CH2:21][NH:20][C:19]2[CH:23]=[N:24][CH:25]=[CH:26][C:18]1=2.N1C=CC=CC=1, predict the reaction product. The product is: [Cl:11][C:9]1[CH:8]=[C:4]([C:5]([N:20]2[CH2:21][CH2:22][O:17][C:18]3[CH:26]=[CH:25][N:24]=[CH:23][C:19]2=3)=[O:7])[CH:3]=[C:2]([Cl:1])[N:10]=1.